Task: Predict which catalyst facilitates the given reaction.. Dataset: Catalyst prediction with 721,799 reactions and 888 catalyst types from USPTO (1) Reactant: [O:1]1CCOCC1.[CH3:7][O:8][C:9]1[CH:10]=[CH:11][CH:12]=[CH:13][C:14]=1[O:15][CH2:16][CH2:17][NH:18][CH2:19][CH:20]([OH:36])[CH2:21][O:22][C:23]1[CH:24]=[CH:25][CH:26]=[C:27]2[NH:35][C:34]3[CH:33]=[CH:32][CH:31]=[CH:30][C:29]=3[C:28]=12.O.[P:38](=[O:42])([OH:41])([OH:40])[OH:39]. Product: [CH3:7][O:8][C:9]1[C:14]([O:15][CH2:16][CH2:17][NH:18][CH2:19][CH:20]([OH:36])[CH2:21][O:22][C:23]2[C:28]3[C:29]4[C:34]([NH:35][C:27]=3[CH:26]=[CH:25][CH:24]=2)=[CH:33][CH:32]=[CH:31][CH:30]=4)=[CH:13][CH:12]=[CH:11][CH:10]=1.[CH3:7][O:8][C:9]1[C:14]([O:15][CH2:16][CH2:17][NH:18][CH2:19][CH:20]([OH:36])[CH2:21][O:22][C:23]2[C:28]3[C:29]4[C:34]([NH:35][C:27]=3[CH:26]=[CH:25][CH:24]=2)=[CH:33][CH:32]=[CH:31][CH:30]=4)=[CH:13][CH:12]=[CH:11][CH:10]=1.[OH2:1].[OH:40][P:38]([OH:42])([OH:41])=[O:39].[OH:40][P:38]([OH:42])([OH:41])=[O:39]. The catalyst class is: 244. (2) Reactant: [F:1][C:2]1[CH:27]=[CH:26][CH:25]=[C:24]([F:28])[C:3]=1[CH2:4][N:5]1[C:9]2[CH:10]=[CH:11][CH:12]=[C:13]([C:14]#[N:15])[C:8]=2[N:7]=[C:6]1[C:16]1[C:21]([F:22])=[CH:20][CH:19]=[CH:18][C:17]=1[F:23].C([O-])([O-])=[O:30].[Na+].[Na+].OO. Product: [F:1][C:2]1[CH:27]=[CH:26][CH:25]=[C:24]([F:28])[C:3]=1[CH2:4][N:5]1[C:9]2[CH:10]=[CH:11][CH:12]=[C:13]([C:14]([NH2:15])=[O:30])[C:8]=2[N:7]=[C:6]1[C:16]1[C:17]([F:23])=[CH:18][CH:19]=[CH:20][C:21]=1[F:22]. The catalyst class is: 8.